From a dataset of Catalyst prediction with 721,799 reactions and 888 catalyst types from USPTO. Predict which catalyst facilitates the given reaction. (1) Reactant: [Br:1][C:2]1[CH:3]=[C:4]2[C:9](=[O:10])[NH:8][CH2:7][CH:6]([CH2:11][C:12](OCC)=[O:13])[N:5]2[CH:17]=1.[H-].[H-].[H-].[H-].[Li+].[Al+3]. Product: [Br:1][C:2]1[CH:3]=[C:4]2[C:9](=[O:10])[NH:8][CH2:7][CH:6]([CH2:11][CH2:12][OH:13])[N:5]2[CH:17]=1. The catalyst class is: 1. (2) Reactant: [CH2:1]([C:6]1[CH:11]=[CH:10][C:9]([C:12]2[CH:17]=[C:16]([OH:18])[CH:15]=[C:14]([OH:19])[CH:13]=2)=[CH:8][CH:7]=1)[CH2:2][CH2:3][CH2:4][CH3:5].Cl[CH2:21][CH2:22][O:23][CH2:24][CH2:25][OH:26].C(=O)([O-])[O-].[K+].[K+].Cl. Product: [OH:26][CH2:25][CH2:24][O:23][CH2:22][CH2:21][O:19][C:14]1[CH:15]=[C:16]([OH:18])[CH:17]=[C:12]([C:9]2[CH:8]=[CH:7][C:6]([CH2:1][CH2:2][CH2:3][CH2:4][CH3:5])=[CH:11][CH:10]=2)[CH:13]=1. The catalyst class is: 215. (3) Reactant: [C:1]([NH:4][C:5]1[S:6][CH:7]=[C:8]([CH2:10][CH2:11][C:12]2[CH:17]=[CH:16][C:15]([CH2:18][C:19]([OH:21])=O)=[CH:14][CH:13]=2)[N:9]=1)(=[O:3])[CH3:2].C(N1C=CN=C1)(N1C=CN=C1)=O.O.[NH2:35][NH2:36].O. Product: [NH:35]([C:19]([CH2:18][C:15]1[CH:16]=[CH:17][C:12]([CH2:11][CH2:10][C:8]2[N:9]=[C:5]([NH:4][C:1](=[O:3])[CH3:2])[S:6][CH:7]=2)=[CH:13][CH:14]=1)=[O:21])[NH2:36]. The catalyst class is: 9. (4) Reactant: [OH-].[K+].[Br:3][C:4]1[CH:5]=[C:6]([C:21](OC)=[O:22])[CH:7]=[C:8]2[C:13]=1[O:12][C:11]([N:14]1[CH2:19][CH2:18][O:17][CH2:16][CH2:15]1)=[CH:10][C:9]2=[O:20].[NH:25]1[CH2:30][CH2:29][O:28][CH2:27][CH2:26]1.ClC1N=C(OC)N=C(OC)N=1.CN1CCOCC1. Product: [Br:3][C:4]1[CH:5]=[C:6]([C:21]([N:25]2[CH2:30][CH2:29][O:28][CH2:27][CH2:26]2)=[O:22])[CH:7]=[C:8]2[C:13]=1[O:12][C:11]([N:14]1[CH2:19][CH2:18][O:17][CH2:16][CH2:15]1)=[CH:10][C:9]2=[O:20]. The catalyst class is: 232.